Dataset: Catalyst prediction with 721,799 reactions and 888 catalyst types from USPTO. Task: Predict which catalyst facilitates the given reaction. (1) Reactant: [Cl:1][C:2]1[CH:24]=[CH:23][C:5]([CH2:6][NH:7][C:8]([C:10]2[CH:19]=[CH:18][C:13]([C:14]([O:16]C)=O)=[C:12]([N:20]=[C:21]=[S:22])[CH:11]=2)=[O:9])=[CH:4][CH:3]=1.[NH2:25][C:26]1[CH:27]=[CH:28][C:29]([C:32]([OH:34])=[O:33])=[N:30][CH:31]=1. Product: [Cl:1][C:2]1[CH:3]=[CH:4][C:5]([CH2:6][NH:7][C:8]([C:10]2[CH:11]=[C:12]3[C:13]([C:14](=[O:16])[N:25]([C:26]4[CH:27]=[CH:28][C:29]([C:32]([OH:34])=[O:33])=[N:30][CH:31]=4)[C:21](=[S:22])[NH:20]3)=[CH:18][CH:19]=2)=[O:9])=[CH:23][CH:24]=1. The catalyst class is: 16. (2) Reactant: C[O:2][C:3]([C@H:5]1[CH2:10][CH2:9][C@H:8]([O:11][C:12]2[C:17]([F:18])=[CH:16][CH:15]=[CH:14][N:13]=2)[CH2:7][CH2:6]1)=O.O.[NH2:20][NH2:21]. Product: [F:18][C:17]1[C:12]([O:11][C@H:8]2[CH2:9][CH2:10][C@H:5]([C:3]([NH:20][NH2:21])=[O:2])[CH2:6][CH2:7]2)=[N:13][CH:14]=[CH:15][CH:16]=1. The catalyst class is: 51. (3) Reactant: [F:1][CH:2]([F:21])[C@@H:3]1[C@@H:11]2[C@@:6]([C:13]3[CH:18]=[CH:17][CH:16]=[C:15]([F:19])[C:14]=3[F:20])([N:7]=[C:8]([NH2:12])[S:9][CH2:10]2)[CH2:5][O:4]1.S(=O)(=O)(O)O.[N+:27]([O-])([OH:29])=[O:28].C([O-])(O)=O.[Na+]. Product: [F:20][C:14]1[C:15]([F:19])=[CH:16][C:17]([N+:27]([O-:29])=[O:28])=[CH:18][C:13]=1[C@:6]12[CH2:5][O:4][C@H:3]([CH:2]([F:1])[F:21])[C@H:11]1[CH2:10][S:9][C:8]([NH2:12])=[N:7]2. The catalyst class is: 67. (4) Reactant: F[C:2]1[N:7]=[CH:6][C:5]([C:8]2[N:12]3[CH:13]=[CH:14][CH:15]=[CH:16][C:11]3=[N:10][C:9]=2[C:17]([O:19][CH2:20][CH3:21])=[O:18])=[CH:4][CH:3]=1.[CH3:22][N:23]([CH3:29])[CH:24]1[CH2:28][CH2:27][NH:26][CH2:25]1. Product: [CH3:22][N:23]([CH3:29])[CH:24]1[CH2:28][CH2:27][N:26]([C:2]2[N:7]=[CH:6][C:5]([C:8]3[N:12]4[CH:13]=[CH:14][CH:15]=[CH:16][C:11]4=[N:10][C:9]=3[C:17]([O:19][CH2:20][CH3:21])=[O:18])=[CH:4][CH:3]=2)[CH2:25]1. The catalyst class is: 12. (5) Reactant: [Cl:1][C:2]1[CH:7]=[CH:6][C:5]([C@@:8]2([C:26]#[N:27])[C@H:12]([CH2:13][C:14]([CH3:17])([CH3:16])[CH3:15])[CH2:11][NH:10][C@@H:9]2[C:18]2[CH:23]=[CH:22][CH:21]=[C:20]([Cl:24])[C:19]=2[Cl:25])=[C:4]([F:28])[CH:3]=1.[CH3:29][O:30][C:31](=[O:41])[C:32]1[CH:37]=[CH:36][C:35]([N:38]=[C:39]=[O:40])=[CH:34][CH:33]=1. Product: [CH3:29][O:30][C:31](=[O:41])[C:32]1[CH:33]=[CH:34][C:35]([NH:38][C:39]([N:10]2[CH2:11][C@@H:12]([CH2:13][C:14]([CH3:17])([CH3:16])[CH3:15])[C@@:8]([C:5]3[CH:6]=[CH:7][C:2]([Cl:1])=[CH:3][C:4]=3[F:28])([C:26]#[N:27])[C@H:9]2[C:18]2[CH:23]=[CH:22][CH:21]=[C:20]([Cl:24])[C:19]=2[Cl:25])=[O:40])=[CH:36][CH:37]=1. The catalyst class is: 2.